Dataset: Peptide-MHC class I binding affinity with 185,985 pairs from IEDB/IMGT. Task: Regression. Given a peptide amino acid sequence and an MHC pseudo amino acid sequence, predict their binding affinity value. This is MHC class I binding data. (1) The peptide sequence is GPGQKARLM. The MHC is Mamu-B1001 with pseudo-sequence Mamu-B1001. The binding affinity (normalized) is 0.0330. (2) The peptide sequence is RQNAAIEAL. The MHC is BoLA-HD6 with pseudo-sequence BoLA-HD6. The binding affinity (normalized) is 0.770. (3) The peptide sequence is FPTQADAIG. The MHC is HLA-A23:01 with pseudo-sequence HLA-A23:01. The binding affinity (normalized) is 0.0847. (4) The peptide sequence is TNPAVCKPT. The binding affinity (normalized) is 0. The MHC is Mamu-A01 with pseudo-sequence Mamu-A01.